From a dataset of Catalyst prediction with 721,799 reactions and 888 catalyst types from USPTO. Predict which catalyst facilitates the given reaction. (1) Reactant: [CH2:1]([N:8]1[CH2:12][CH2:11][C:10](=[O:13])[CH2:9]1)[C:2]1[CH:7]=[CH:6][CH:5]=[CH:4][CH:3]=1.[CH3:14][Mg]Br. Product: [CH2:1]([N:8]1[CH2:12][CH2:11][C:10]([CH3:14])([OH:13])[CH2:9]1)[C:2]1[CH:3]=[CH:4][CH:5]=[CH:6][CH:7]=1. The catalyst class is: 1. (2) The catalyst class is: 3. Product: [Cl:18][C:14]1[CH:13]=[C:12]([C:8]2[CH:7]=[C:6]([NH:5][C:3](=[O:4])[C@@H:2]([NH:1][CH2:36][C:37]([O:39][CH2:40][CH3:41])=[O:38])[CH2:19][C:20]3[CH:25]=[CH:24][CH:23]=[CH:22][CH:21]=3)[N:10]([CH3:11])[N:9]=2)[CH:17]=[CH:16][N:15]=1. Reactant: [NH2:1][C@@H:2]([CH2:19][C:20]1[CH:25]=[CH:24][CH:23]=[CH:22][CH:21]=1)[C:3]([NH:5][C:6]1[N:10]([CH3:11])[N:9]=[C:8]([C:12]2[CH:17]=[CH:16][N:15]=[C:14]([Cl:18])[CH:13]=2)[CH:7]=1)=[O:4].CCN(C(C)C)C(C)C.Br[CH2:36][C:37]([O:39][CH2:40][CH3:41])=[O:38]. (3) Reactant: [Cl:1][C:2]1[CH:3]=[C:4]([C@H:8]([O:38][CH2:39][C:40](=O)[CH3:41])[C@@H:9]2[CH2:14][CH2:13][CH2:12][N:11]([C:15]([NH:17][C@@H:18]([CH2:31][CH:32]3[CH2:37][CH2:36][CH2:35][CH2:34][CH2:33]3)[CH2:19][N:20]([CH3:30])[C:21](=[O:29])[O:22][CH2:23][CH2:24][Si:25]([CH3:28])([CH3:27])[CH3:26])=[O:16])[CH2:10]2)[CH:5]=[CH:6][CH:7]=1.[BH3-]C#[N:45].[Na+]. Product: [NH2:45][CH:40]([CH3:41])[CH2:39][O:38][C@@H:8]([C:4]1[CH:5]=[CH:6][CH:7]=[C:2]([Cl:1])[CH:3]=1)[C@@H:9]1[CH2:14][CH2:13][CH2:12][N:11]([C:15]([NH:17][C@@H:18]([CH2:31][CH:32]2[CH2:33][CH2:34][CH2:35][CH2:36][CH2:37]2)[CH2:19][N:20]([CH3:30])[C:21](=[O:29])[O:22][CH2:23][CH2:24][Si:25]([CH3:26])([CH3:28])[CH3:27])=[O:16])[CH2:10]1. The catalyst class is: 5. (4) Reactant: [N:1]1(C(OC(C)(C)C)=O)[CH2:6][CH2:5][N:4]([C:7]([O:9][CH:10]([C:15]([F:18])([F:17])[F:16])[C:11]([F:14])([F:13])[F:12])=[O:8])[CH2:3][CH2:2]1.FC(F)(F)C(O)=O. Product: [N:4]1([C:7]([O:9][CH:10]([C:11]([F:13])([F:12])[F:14])[C:15]([F:16])([F:17])[F:18])=[O:8])[CH2:5][CH2:6][NH:1][CH2:2][CH2:3]1. The catalyst class is: 4. (5) Reactant: C([O:8][NH:9][C:10](=[O:30])[C:11]1[CH:16]=[CH:15][C:14]([NH:17][C:18](=[O:29])[CH:19]([C:23]2[CH:28]=[CH:27][CH:26]=[CH:25][CH:24]=2)[CH:20]([CH3:22])[CH3:21])=[CH:13][CH:12]=1)C1C=CC=CC=1.[H][H]. Product: [OH:8][NH:9][C:10](=[O:30])[C:11]1[CH:12]=[CH:13][C:14]([NH:17][C:18](=[O:29])[CH:19]([C:23]2[CH:24]=[CH:25][CH:26]=[CH:27][CH:28]=2)[CH:20]([CH3:22])[CH3:21])=[CH:15][CH:16]=1. The catalyst class is: 403.